Dataset: Full USPTO retrosynthesis dataset with 1.9M reactions from patents (1976-2016). Task: Predict the reactants needed to synthesize the given product. (1) Given the product [C:15]([O:1][C:2]1[CH:11]=[C:10]2[C:5]([C:6](=[O:12])[NH:7][CH:8]=[N:9]2)=[CH:4][C:3]=1[O:13][CH3:14])(=[O:17])[CH3:16], predict the reactants needed to synthesize it. The reactants are: [OH:1][C:2]1[CH:11]=[C:10]2[C:5]([C:6](=[O:12])[NH:7][CH:8]=[N:9]2)=[CH:4][C:3]=1[O:13][CH3:14].[C:15](OC(=O)C)(=[O:17])[CH3:16].O. (2) Given the product [C:1]([NH:4][C:5]1[CH:14]=[CH:13][C:8]([C:9]([O:11][CH3:12])=[O:10])=[C:7]2[C:6]=1[CH2:16][CH2:17][CH2:18][O:19]2)(=[O:3])[CH3:2], predict the reactants needed to synthesize it. The reactants are: [C:1]([NH:4][C:5]1[CH:14]=[CH:13][C:8]([C:9]([O:11][CH3:12])=[O:10])=[C:7](O)[C:6]=1[CH2:16][CH2:17][CH2:18][OH:19])(=[O:3])[CH3:2].C1C=CC(P(C2C=CC=CC=2)C2C=CC=CC=2)=CC=1.CCOC(/N=N/C(OCC)=O)=O. (3) Given the product [CH:18]([C:15]1[CH:16]=[CH:17][C:12]([O:11][C:8]2[CH:9]=[CH:10][C:5]([C:4]([OH:20])=[O:3])=[CH:6][N:7]=2)=[CH:13][CH:14]=1)=[O:19], predict the reactants needed to synthesize it. The reactants are: C([O:3][C:4](=[O:20])[C:5]1[CH:10]=[CH:9][C:8]([O:11][C:12]2[CH:17]=[CH:16][C:15]([CH:18]=[O:19])=[CH:14][CH:13]=2)=[N:7][CH:6]=1)C.CO.[OH-].[Na+].Cl. (4) Given the product [NH:24]1[C:25]2[C:21](=[C:20]([NH:19][C:17]([NH:16][CH:12]3[C:13]4[C:9](=[CH:8][C:7]([N:1]5[CH2:6][CH2:5][CH2:4][CH2:3][CH2:2]5)=[CH:15][CH:14]=4)[CH2:10][CH2:11]3)=[O:18])[CH:28]=[CH:27][CH:26]=2)[CH:22]=[N:23]1, predict the reactants needed to synthesize it. The reactants are: [N:1]1([C:7]2[CH:8]=[C:9]3[C:13](=[CH:14][CH:15]=2)[CH:12]([NH:16][C:17]([NH:19][C:20]2[CH:28]=[CH:27][CH:26]=[C:25]4[C:21]=2[CH:22]=[N:23][N:24]4C(OC)=O)=[O:18])[CH2:11][CH2:10]3)[CH2:6][CH2:5][CH2:4][CH2:3][CH2:2]1.N1(C([O-])=O)C2C(=CC=CC=2)C=N1. (5) The reactants are: [CH3:1][N:2]1[C@@H:19]2[CH2:20][C:7]3[CH:8]=[CH:9][C:10]([O:21][CH3:22])=[C:11]4[O:12][C@H:13]5[C:14]([CH2:16][CH2:17][C@@H:18]2[C@:5]5([C:6]=34)[CH2:4][CH2:3]1)=[O:15].C(O)(C(O)=O)C(O)C(O)=O.C([O-])(O)=O.[Na+]. Given the product [CH3:1][N:2]1[C@@H:19]2[CH2:20][C:7]3[CH:8]=[CH:9][C:10]([O:21][CH3:22])=[C:11]4[O:12][C@H:13]5[C:14]([CH2:16][CH2:17][C@@H:18]2[C@:5]5([C:6]=34)[CH2:4][CH2:3]1)=[O:15], predict the reactants needed to synthesize it. (6) The reactants are: Cl[C:2]1[N:7]=[CH:6][N:5]=[C:4]([C:8]2[CH:9]=[CH:10][C:11]([O:16][CH:17]3[CH2:22][CH2:21][O:20][CH2:19][CH2:18]3)=[C:12]([CH:15]=2)[C:13]#[N:14])[N:3]=1.[NH2:23][C:24]1[CH:29]=[CH:28][C:27]([N:30]2[CH2:35][CH2:34][N:33]([C:36]([O:38][C:39]([CH3:42])([CH3:41])[CH3:40])=[O:37])[CH2:32][CH2:31]2)=[CH:26][CH:25]=1.C(N(CC)C(C)C)(C)C. Given the product [C:13]([C:12]1[CH:15]=[C:8]([C:4]2[N:5]=[CH:6][N:7]=[C:2]([NH:23][C:24]3[CH:29]=[CH:28][C:27]([N:30]4[CH2:35][CH2:34][N:33]([C:36]([O:38][C:39]([CH3:42])([CH3:41])[CH3:40])=[O:37])[CH2:32][CH2:31]4)=[CH:26][CH:25]=3)[N:3]=2)[CH:9]=[CH:10][C:11]=1[O:16][CH:17]1[CH2:22][CH2:21][O:20][CH2:19][CH2:18]1)#[N:14], predict the reactants needed to synthesize it. (7) Given the product [C:60]1([C@H:58]([NH:57][C:56]2[C:51]3[CH:50]=[C:49]([C:46]4[CH:45]=[CH:44][C:43]([CH2:42][NH:41][C:9](=[O:11])[CH2:8][CH2:7][N:1]5[CH2:2][CH2:3][CH2:4][CH2:5][CH2:6]5)=[CH:48][CH:47]=4)[NH:66][C:52]=3[N:53]=[CH:54][N:55]=2)[CH3:59])[CH:61]=[CH:62][CH:63]=[CH:64][CH:65]=1, predict the reactants needed to synthesize it. The reactants are: [N:1]1([CH2:7][CH2:8][C:9]([OH:11])=O)[CH2:6][CH2:5][CH2:4][CH2:3][CH2:2]1.C(N(CC)C(C)C)(C)C.F[B-](F)(F)F.O=C1C=CC=CN1OC(N(C)C)=[N+](C)C.[NH2:41][CH2:42][C:43]1[CH:48]=[CH:47][C:46]([C:49]2[NH:66][C:52]3[N:53]=[CH:54][N:55]=[C:56]([NH:57][C@@H:58]([C:60]4[CH:65]=[CH:64][CH:63]=[CH:62][CH:61]=4)[CH3:59])[C:51]=3[CH:50]=2)=[CH:45][CH:44]=1.